This data is from Forward reaction prediction with 1.9M reactions from USPTO patents (1976-2016). The task is: Predict the product of the given reaction. (1) Given the reactants [CH2:1]([O:3][C:4]([C:6]1[C:7](Cl)=[N:8][C:9]2[C:14]([C:15]=1[C:16]1[CH:21]=[CH:20][CH:19]=[CH:18][CH:17]=1)=[CH:13][C:12]([Cl:22])=[CH:11][CH:10]=2)=[O:5])[CH3:2].[F:24][C:25]([F:30])([F:29])[CH:26]([OH:28])[CH3:27], predict the reaction product. The product is: [CH2:1]([O:3][C:4]([C:6]1[C:7]([O:28][CH:26]([CH3:27])[C:25]([F:30])([F:29])[F:24])=[N:8][C:9]2[C:14]([C:15]=1[C:16]1[CH:21]=[CH:20][CH:19]=[CH:18][CH:17]=1)=[CH:13][C:12]([Cl:22])=[CH:11][CH:10]=2)=[O:5])[CH3:2]. (2) Given the reactants Cl.[CH3:2][O:3][C:4]1[CH:5]=[C:6]2[C:11](=[CH:12][CH:13]=1)[CH2:10][NH:9][CH2:8][CH:7]2[CH2:14][CH2:15][NH:16][C:17](=[O:19])[CH3:18].C(=O)([O-])[O-].[K+].[K+].[CH2:26](Br)[C:27]1[CH:32]=[CH:31][CH:30]=[CH:29][CH:28]=1.Cl, predict the reaction product. The product is: [CH2:26]([N:9]1[CH2:8][CH:7]([CH2:14][CH2:15][NH:16][C:17](=[O:19])[CH3:18])[C:6]2[C:11](=[CH:12][CH:13]=[C:4]([O:3][CH3:2])[CH:5]=2)[CH2:10]1)[C:27]1[CH:32]=[CH:31][CH:30]=[CH:29][CH:28]=1. (3) The product is: [OH:5][CH:3]([CH3:4])[CH2:2][NH:1][C:9](=[O:10])[CH2:8][C:7](=[O:11])[CH3:6]. Given the reactants [NH2:1][CH2:2][CH:3]([OH:5])[CH3:4].[CH2:6]=[C:7]1[O:11][C:9](=[O:10])[CH2:8]1, predict the reaction product. (4) Given the reactants [S:1](=[O:5])(=[O:4])([OH:3])[OH:2].C1COCC1.[F:11][C:12]1[CH:13]=[C:14]([NH:23][C:24]([C@@H:26]2[N:35]([C:36]([C@@H:38]3[CH2:41][C@H:40]([CH2:42][C:43]([OH:45])=[O:44])[CH2:39]3)=[O:37])[CH2:34][CH2:33][C:32]3[N:31]=[C:30]([O:46][CH3:47])[CH:29]=[CH:28][C:27]2=3)=[O:25])[CH:15]=[C:16]2[C:20]=1[C:19]([CH3:22])([CH3:21])[CH2:18][CH2:17]2, predict the reaction product. The product is: [S:1]([OH:5])([OH:4])(=[O:3])=[O:2].[F:11][C:12]1[CH:13]=[C:14]([NH:23][C:24]([C@@H:26]2[N:35]([C:36]([C@@H:38]3[CH2:41][C@H:40]([CH2:42][C:43]([OH:45])=[O:44])[CH2:39]3)=[O:37])[CH2:34][CH2:33][C:32]3[N:31]=[C:30]([O:46][CH3:47])[CH:29]=[CH:28][C:27]2=3)=[O:25])[CH:15]=[C:16]2[C:20]=1[C:19]([CH3:22])([CH3:21])[CH2:18][CH2:17]2. (5) The product is: [CH2:12]([C:14]1[O:18][C:17]([CH2:19][CH2:20][NH:21][C:22]([NH:24][C:25]2[S:26][C:27]([C:31]3[CH:36]=[C:35]([CH3:37])[N:34]=[C:33]([S:38]([CH3:40])(=[O:6])=[O:39])[N:32]=3)=[C:28]([CH3:30])[N:29]=2)=[O:23])=[N:16][CH:15]=1)[CH3:13]. Given the reactants ClC1C=C(C=CC=1)C(OO)=[O:6].[CH2:12]([C:14]1[O:18][C:17]([CH2:19][CH2:20][NH:21][C:22]([NH:24][C:25]2[S:26][C:27]([C:31]3[CH:36]=[C:35]([CH3:37])[N:34]=[C:33]([S:38]([CH3:40])=[O:39])[N:32]=3)=[C:28]([CH3:30])[N:29]=2)=[O:23])=[N:16][CH:15]=1)[CH3:13], predict the reaction product. (6) The product is: [C:4]([O:3][C:1]([N:8]1[CH2:16][C@H:14]([OH:15])[CH2:13][C@H:9]1[C:10](=[O:12])[NH:39][C@:34]1([C:32]([O:31][CH2:29][CH3:30])=[O:33])[CH2:36][C@H:35]1[CH:37]=[CH2:38])=[O:2])([CH3:5])([CH3:6])[CH3:7]. Given the reactants [C:1]([N:8]1[CH2:16][C@H:14]([OH:15])[CH2:13][C@H:9]1[C:10]([OH:12])=O)([O:3][C:4]([CH3:7])([CH3:6])[CH3:5])=[O:2].C1COCC1.CN1CCOCC1.[CH2:29]([O:31][C:32]([C@@:34]1([NH2:39])[CH2:36][C@H:35]1[CH:37]=[CH2:38])=[O:33])[CH3:30], predict the reaction product. (7) The product is: [Cl:21][C:22]1[N:27]=[C:26]([NH:1][C:2]2[CH:11]=[CH:10][CH:9]=[CH:8][C:3]=2[C:4]([NH:6][CH3:7])=[O:5])[C:25]([Cl:29])=[CH:24][N:23]=1. Given the reactants [NH2:1][C:2]1[CH:11]=[CH:10][CH:9]=[CH:8][C:3]=1[C:4]([NH:6][CH3:7])=[O:5].CCN(C(C)C)C(C)C.[Cl:21][C:22]1[N:27]=[C:26](Cl)[C:25]([Cl:29])=[CH:24][N:23]=1, predict the reaction product. (8) The product is: [O:1]1[C:5]2([CH2:6][CH2:7][N:8]([C:11]3[CH:16]=[CH:15][C:14]([N:17]4[CH2:21][C@H:20]([CH2:22][O:23][S:34]([CH3:33])(=[O:36])=[O:35])[O:19][C:18]4=[O:24])=[CH:13][C:12]=3[F:25])[CH2:9][CH2:10]2)[O:4][CH2:3][CH2:2]1. Given the reactants [O:1]1[C:5]2([CH2:10][CH2:9][N:8]([C:11]3[CH:16]=[CH:15][C:14]([N:17]4[CH2:21][C@H:20]([CH2:22][OH:23])[O:19][C:18]4=[O:24])=[CH:13][C:12]=3[F:25])[CH2:7][CH2:6]2)[O:4][CH2:3][CH2:2]1.C(N(CC)CC)C.[CH3:33][S:34](Cl)(=[O:36])=[O:35], predict the reaction product. (9) Given the reactants Cl[C:2]1[CH:7]=[C:6]([C:8]2[CH:13]=[CH:12][C:11]([C:14]([F:17])([F:16])[F:15])=[CH:10][CH:9]=2)[N:5]=[CH:4][N:3]=1.C1N2CC[N:20](CC2)[CH2:19]1, predict the reaction product. The product is: [F:15][C:14]([F:17])([F:16])[C:11]1[CH:12]=[CH:13][C:8]([C:6]2[N:5]=[CH:4][N:3]=[C:2]([C:19]#[N:20])[CH:7]=2)=[CH:9][CH:10]=1.